From a dataset of Forward reaction prediction with 1.9M reactions from USPTO patents (1976-2016). Predict the product of the given reaction. (1) Given the reactants Br[C:2]1[CH:3]=[C:4]2[CH:10]=[N:9][NH:8][C:5]2=[CH:6][N:7]=1.C([O-])([O-])=O.[Na+].[Na+].CC1(C)C(C)(C)OB([C:25]2[NH:29][N:28]=[CH:27][CH:26]=2)O1, predict the reaction product. The product is: [NH:28]1[CH:27]=[C:26]([C:2]2[CH:3]=[C:4]3[CH:10]=[N:9][NH:8][C:5]3=[CH:6][N:7]=2)[CH:25]=[N:29]1. (2) The product is: [ClH:26].[ClH:26].[NH2:7][CH2:8][C:9]1[CH:10]=[CH:11][C:12]([C:15]([NH:16][CH2:17][CH2:18][N:19]2[CH2:23][CH2:22][CH2:21][CH2:20]2)=[O:24])=[CH:13][CH:14]=1. Given the reactants C(OC(=O)[NH:7][CH2:8][C:9]1[CH:14]=[CH:13][C:12]([C:15](=[O:24])[NH:16][CH2:17][CH2:18][N:19]2[CH2:23][CH2:22][CH2:21][CH2:20]2)=[CH:11][CH:10]=1)(C)(C)C.[ClH:26], predict the reaction product. (3) Given the reactants [CH3:1][C:2]1[NH:7][C:6](=[O:8])[C:5]([C:9]#[N:10])=[C:4]([CH2:11][O:12][CH3:13])[CH:3]=1, predict the reaction product. The product is: [NH2:10][CH2:9][C:5]1[C:6](=[O:8])[NH:7][C:2]([CH3:1])=[CH:3][C:4]=1[CH2:11][O:12][CH3:13]. (4) Given the reactants [N+:1]([C:4]1[CH:11]=[CH:10][C:7]([CH:8]=[O:9])=[CH:6][CH:5]=1)([O-:3])=[O:2].C[Si](C)(C)[C:14]([F:17])([F:16])[F:15].[F-].C([N+](CCCC)(CCCC)CCCC)CCC, predict the reaction product. The product is: [F:15][C:14]([F:17])([F:16])[CH:8]([C:7]1[CH:6]=[CH:5][C:4]([N+:1]([O-:3])=[O:2])=[CH:11][CH:10]=1)[OH:9]. (5) Given the reactants [H-].[Na+].[N:3]1([CH2:8][CH2:9][O:10][CH2:11][C:12]2[CH:17]=[CH:16][C:15]([OH:18])=[CH:14][CH:13]=2)[CH:7]=[CH:6][N:5]=[N:4]1.Cl[CH2:20][C:21]1[N:22]=[C:23]([CH:26]=[CH:27][C:28]2[CH:33]=[CH:32][C:31]([S:34][C:35]([F:38])([F:37])[F:36])=[CH:30][CH:29]=2)[O:24][CH:25]=1.O, predict the reaction product. The product is: [F:38][C:35]([S:34][C:31]1[CH:32]=[CH:33][C:28](/[CH:27]=[CH:26]/[C:23]2[O:24][CH:25]=[C:21]([CH2:20][O:18][C:15]3[CH:14]=[CH:13][C:12]([CH2:11][O:10][CH2:9][CH2:8][N:3]4[CH:7]=[CH:6][N:5]=[N:4]4)=[CH:17][CH:16]=3)[N:22]=2)=[CH:29][CH:30]=1)([F:36])[F:37].